Dataset: Catalyst prediction with 721,799 reactions and 888 catalyst types from USPTO. Task: Predict which catalyst facilitates the given reaction. (1) Reactant: [F:1][C:2]1[CH:3]=[C:4]([S:8](Cl)(=[O:10])=[O:9])[CH:5]=[CH:6][CH:7]=1.[F-:12].[K+]. Product: [F:1][C:2]1[CH:3]=[C:4]([S:8]([F:12])(=[O:10])=[O:9])[CH:5]=[CH:6][CH:7]=1. The catalyst class is: 192. (2) Reactant: [CH:1]1([NH2:4])[CH2:3][CH2:2]1.[C:5](C1NC=CN=1)(C1NC=CN=1)=[S:6].[NH2:17][C:18]1[CH:23]=[CH:22][C:21]([NH:24][C:25]2[N:30]=[C:29]([NH:31][CH2:32][CH2:33][C:34]3[NH:35][CH:36]=[N:37][CH:38]=3)[C:28]([Br:39])=[CH:27][N:26]=2)=[CH:20][CH:19]=1.CN(C=O)C. Product: [Br:39][C:28]1[C:29]([NH:31][CH2:32][CH2:33][C:34]2[NH:35][CH:36]=[N:37][CH:38]=2)=[N:30][C:25]([NH:24][C:21]2[CH:20]=[CH:19][C:18]([NH:17][C:5]([NH:4][CH:1]3[CH2:3][CH2:2]3)=[S:6])=[CH:23][CH:22]=2)=[N:26][CH:27]=1. The catalyst class is: 1. (3) Reactant: [CH3:1][O:2][C:3]1[CH:4]=[C:5]2[C:10](=[CH:11][C:12]=1[O:13][CH3:14])[N:9]=[CH:8][CH:7]=[C:6]2[O:15][C:16]1[CH:22]=[CH:21][C:19]([NH2:20])=[C:18]([N+:23]([O-:25])=[O:24])[CH:17]=1.ClC(Cl)(O[C:30](=[O:36])OC(Cl)(Cl)Cl)Cl.[NH2:38][N:39]1[CH2:44][CH2:43][CH2:42][CH2:41][CH2:40]1.C(=O)(O)[O-].[Na+]. Product: [CH3:1][O:2][C:3]1[CH:4]=[C:5]2[C:10](=[CH:11][C:12]=1[O:13][CH3:14])[N:9]=[CH:8][CH:7]=[C:6]2[O:15][C:16]1[CH:22]=[CH:21][C:19]([NH:20][C:30]([NH:38][N:39]2[CH2:44][CH2:43][CH2:42][CH2:41][CH2:40]2)=[O:36])=[C:18]([N+:23]([O-:25])=[O:24])[CH:17]=1. The catalyst class is: 208. (4) Reactant: C(NC(C)C)(C)C.C([Li])CCC.[CH:13]1([C:18]([OH:20])=[O:19])[CH2:17][CH2:16][CH2:15][CH2:14]1.[CH2:21](I)[CH2:22][CH2:23][CH2:24][CH3:25].Cl. Product: [CH2:21]([C:13]1([C:18]([OH:20])=[O:19])[CH2:17][CH2:16][CH2:15][CH2:14]1)[CH2:22][CH2:23][CH2:24][CH3:25]. The catalyst class is: 7. (5) Reactant: [F:1][C:2]([F:7])([F:6])[CH:3]1[O:5][CH2:4]1.C([Li])CCC.[Cl:13][C:14]1[CH:25]=[CH:24][C:17]([C:18](N(OC)C)=[O:19])=[C:16]([O:26][CH3:27])[C:15]=1[F:28].C(OCC)C. Product: [Cl:13][C:14]1[CH:25]=[CH:24][C:17]([C:18]([C:3]2([C:2]([F:7])([F:6])[F:1])[CH2:4][O:5]2)=[O:19])=[C:16]([O:26][CH3:27])[C:15]=1[F:28]. The catalyst class is: 134. (6) Product: [N:16]1[CH:17]=[CH:18][N:19]=[CH:20][C:15]=1[NH:14][C:13](=[O:21])[C@@H:8]([NH2:7])[CH2:9][CH:10]([CH3:11])[CH3:12]. Reactant: C(OC(=O)[NH:7][C@H:8]([C:13](=[O:21])[NH:14][C:15]1[CH:20]=[N:19][CH:18]=[CH:17][N:16]=1)[CH2:9][CH:10]([CH3:12])[CH3:11])(C)(C)C.FC(F)(F)C(O)=O.ClCCl.C(OCC)(=O)C. The catalyst class is: 6. (7) Reactant: [OH:1][C:2]1[N:6]([C:7]2[CH:12]=[CH:11][C:10]([I:13])=[CH:9][CH:8]=2)[N:5]=[C:4]([CH3:14])[C:3]=1[C:15](=O)[CH3:16].[OH:18][C:19]1[CH:28]=[C:27]([OH:29])[CH:26]=[CH:25][C:20]=1[C:21]([NH:23][NH2:24])=[O:22]. Product: [CH3:14][C:4]1[C:3](=[C:15]([NH:24][NH:23][C:21](=[O:22])[C:20]2[CH:25]=[CH:26][C:27]([OH:29])=[CH:28][C:19]=2[OH:18])[CH3:16])[C:2](=[O:1])[N:6]([C:7]2[CH:12]=[CH:11][C:10]([I:13])=[CH:9][CH:8]=2)[N:5]=1. The catalyst class is: 16. (8) Reactant: [CH3:1][CH2:2][CH2:3][S:4][C:5]1[N:6]=[C:7]([NH:25][C@H:26]2[C@H:28]([C:29]3[CH:30]=[CH:31][C:32]([F:36])=[C:33]([F:35])[CH:34]=3)[CH2:27]2)[C:8]2[N:13]=[N:12][N:11]([C@H:14]3[C@H:18]([OH:19])[C@H:17]([OH:20])[C@@H:16]([O:21][CH2:22][CH2:23][OH:24])[CH2:15]3)[C:9]=2[N:10]=1.CC(C)=O.[C:41]([OH:48])(=[O:47])/[CH:42]=[CH:43]/[C:44]([OH:46])=[O:45]. Product: [CH3:1][CH2:2][CH2:3][S:4][C:5]1[N:6]=[C:7]([NH:25][C@H:26]2[C@H:28]([C:29]3[CH:30]=[CH:31][C:32]([F:36])=[C:33]([F:35])[CH:34]=3)[CH2:27]2)[C:8]2[N:13]=[N:12][N:11]([C@H:14]3[C@H:18]([OH:19])[C@H:17]([OH:20])[C@@H:16]([O:21][CH2:22][CH2:23][OH:24])[CH2:15]3)[C:9]=2[N:10]=1.[C:41]([O-:48])(=[O:47])/[CH:42]=[CH:43]/[C:44]([O-:46])=[O:45]. The catalyst class is: 81.